This data is from Reaction yield outcomes from USPTO patents with 853,638 reactions. The task is: Predict the reaction yield, written as a fraction of the theoretical maximum amount of product (1.0 means a 100% yield; for example, 0.34 means a 34% yield). (1) The reactants are [C:1]([O:6]CC)(=[O:5])C(C)=O.[CH2:9](O)[CH2:10]O.B(F)(F)F.[C:17]([OH:20])(=[O:19])[CH3:18]. The catalyst is ClCCl. The product is [CH3:18][C:17]1([C:1]([OH:6])=[O:5])[O:20][CH2:10][CH2:9][O:19]1. The yield is 0.380. (2) The reactants are [CH3:1][C:2]1[N:6]2[CH:7]=[C:8]([NH2:12])[CH:9]=[C:10]([CH3:11])[C:5]2=[N:4][N:3]=1.[Cl:13][C:14]1[CH:21]=[CH:20][C:17]([CH:18]=O)=[CH:16][CH:15]=1.[O:22]=[C:23]([CH2:29][C:30](=[O:32])[CH3:31])[C:24](OCC)=[O:25]. The catalyst is C(O)(=O)C. The product is [C:30]([C:29]1[CH:18]([C:17]2[CH:20]=[CH:21][C:14]([Cl:13])=[CH:15][CH:16]=2)[N:12]([C:8]2[CH:9]=[C:10]([CH3:11])[C:5]3[N:6]([C:2]([CH3:1])=[N:3][N:4]=3)[CH:7]=2)[C:24](=[O:25])[C:23]=1[OH:22])(=[O:32])[CH3:31]. The yield is 0.790. (3) The reactants are [CH3:1][O:2][C:3]1[CH:8]=[C:7](B2OC(C)(C)C(C)(C)O2)[CH:6]=[CH:5][C:4]=1[CH2:18][C:19]([OH:21])=[O:20].Cl[C:23]1[CH2:27][C@H:26]([CH:28]2[CH2:32][CH2:31][CH2:30][CH2:29]2)[N:25]([C:33]2[CH:40]=[CH:39][C:36]([C:37]#[N:38])=[C:35]([CH3:41])[N:34]=2)[N:24]=1.C(=O)([O-])[O-].[Na+].[Na+].Cl.[OH-].[Na+]. The catalyst is COCCOC.O.[Pd].C1(P(C2C=CC=CC=2)C2C=CC=CC=2)C=CC=CC=1.C1(P(C2C=CC=CC=2)C2C=CC=CC=2)C=CC=CC=1.C1(P(C2C=CC=CC=2)C2C=CC=CC=2)C=CC=CC=1.C1(P(C2C=CC=CC=2)C2C=CC=CC=2)C=CC=CC=1. The product is [C:37]([C:36]1[CH:39]=[CH:40][C:33]([N:25]2[C@@H:26]([CH:28]3[CH2:32][CH2:31][CH2:30][CH2:29]3)[CH2:27][C:23]([C:7]3[CH:6]=[CH:5][C:4]([CH2:18][C:19]([OH:21])=[O:20])=[C:3]([O:2][CH3:1])[CH:8]=3)=[N:24]2)=[N:34][C:35]=1[CH3:41])#[N:38]. The yield is 0.0200. (4) The catalyst is O. The product is [CH3:1][O:2][C:3]1[CH:4]=[C:5]([N:9]([CH3:30])[C:10]2[C:22]3[C:21]4[C:16](=[CH:17][CH:18]=[CH:19][CH:20]=4)[NH:15][C:14]=3[N:13]=[C:12]([NH2:23])[N:11]=2)[CH:6]=[CH:7][CH:8]=1. The reactants are [CH3:1][O:2][C:3]1[CH:4]=[C:5]([N:9]([CH3:30])[C:10]2[C:22]3[C:21]4[C:16](=[CH:17][CH:18]=[CH:19][CH:20]=4)[NH:15][C:14]=3[N:13]=[C:12]([NH:23]C(=O)C(C)(C)C)[N:11]=2)[CH:6]=[CH:7][CH:8]=1.[OH-].[Na+].C(Cl)(Cl)Cl.CO. The yield is 0.930. (5) The reactants are CCOC(/N=N/C(OCC)=O)=O.[OH:13][C:14]1[CH:15]=[C:16]([C:24]([O:26][CH3:27])=[O:25])[CH:17]=[C:18]([CH:23]=1)[C:19]([O:21][CH3:22])=[O:20].[CH2:28](O)[CH2:29][O:30][CH2:31][CH2:32][O:33][CH2:34][CH2:35][O:36][CH2:37][CH2:38][O:39][CH2:40][CH2:41][O:42][CH2:43][CH2:44][OH:45].C1(P(C2C=CC=CC=2)C2C=CC=CC=2)C=CC=CC=1. The catalyst is C1COCC1. The product is [OH:45][CH2:44][CH2:43][O:42][CH2:41][CH2:40][O:39][CH2:38][CH2:37][O:36][CH2:35][CH2:34][O:33][CH2:32][CH2:31][O:30][CH2:29][CH2:28][O:13][C:14]1[CH:23]=[C:18]([C:19]([O:21][CH3:22])=[O:20])[CH:17]=[C:16]([CH:15]=1)[C:24]([O:26][CH3:27])=[O:25]. The yield is 0.310.